This data is from Full USPTO retrosynthesis dataset with 1.9M reactions from patents (1976-2016). The task is: Predict the reactants needed to synthesize the given product. Given the product [OH:26][CH2:25][C@@H:4]1[N:1]2[C@H:7]([C@@H:8]([OH:17])[C@@H:9]([OH:16])[CH2:10]2)[C@@H:6]([OH:23])[C@@H:5]1[OH:24], predict the reactants needed to synthesize it. The reactants are: [N:1]([C@@H:4]([CH2:25][OH:26])[C@@H:5]([OH:24])[C@H:6]([OH:23])[C@@H:7](OS(C)(=O)=O)[C@@H:8]([OH:17])[C@@H:9]([OH:16])[CH2:10]OS(C)(=O)=O)=[N+]=[N-].C(OCC)(=O)C.CO.C([O-])(=O)C.[Na+].